From a dataset of Forward reaction prediction with 1.9M reactions from USPTO patents (1976-2016). Predict the product of the given reaction. (1) Given the reactants [C:1]([C:5]1[CH:11]=[CH:10][CH:9]=[CH:8][C:6]=1N)([CH3:4])([CH3:3])[CH3:2].N([O-])=O.[Na+].[BrH:16], predict the reaction product. The product is: [Br:16][C:6]1[CH:8]=[CH:9][CH:10]=[CH:11][C:5]=1[C:1]([CH3:4])([CH3:3])[CH3:2]. (2) Given the reactants [CH3:1][N:2]([CH3:45])[CH2:3]/[CH:4]=[CH:5]/[C:6]([N:8]([C@@H:10]([CH3:44])[C:11]([NH:13][CH2:14][CH2:15][CH2:16][C:17]#[C:18][C:19]1[C:20]([NH:40][CH2:41][CH2:42][CH3:43])=[N:21][C:22]([NH:25][C:26]2[CH:34]=[C:33]3[C:29]([CH:30]=[N:31][N:32]3C(OCC)=O)=[CH:28][CH:27]=2)=[N:23][CH:24]=1)=[O:12])[CH3:9])=[O:7].O1CCCC1.[OH-].[Li+].O, predict the reaction product. The product is: [NH:32]1[C:33]2[C:29](=[CH:28][CH:27]=[C:26]([NH:25][C:22]3[N:21]=[C:20]([NH:40][CH2:41][CH2:42][CH3:43])[C:19]([C:18]#[C:17][CH2:16][CH2:15][CH2:14][NH:13][C:11](=[O:12])[C@@H:10]([N:8]([CH3:9])[C:6](=[O:7])/[CH:5]=[CH:4]/[CH2:3][N:2]([CH3:1])[CH3:45])[CH3:44])=[CH:24][N:23]=3)[CH:34]=2)[CH:30]=[N:31]1. (3) Given the reactants [Br:1][C:2]1[CH:3]=[C:4](I)[C:5]([OH:8])=[N:6][CH:7]=1.[C:10]([C:12]1[CH:17]=[CH:16][C:15]([F:18])=[CH:14][CH:13]=1)#[CH:11].N#N.CCOCC, predict the reaction product. The product is: [Br:1][C:2]1[CH:3]=[C:4]2[CH:11]=[C:10]([C:12]3[CH:17]=[CH:16][C:15]([F:18])=[CH:14][CH:13]=3)[O:8][C:5]2=[N:6][CH:7]=1. (4) Given the reactants [CH2:1](Cl)[C:2]1[CH:7]=[CH:6][CH:5]=[CH:4][CH:3]=1.C1(P(C2CCCCC2)C2C=CC=CC=2C2C(C(C)C)=CC(C(C)C)=CC=2C(C)C)CCCCC1.C(=O)([O-])[O-].[Cs+].[Cs+].[C:49]([C:51]1[N:52]=[C:53]([CH:56]2[CH2:61][CH2:60][N:59]([C:62]([O:64][C:65]([CH3:68])([CH3:67])[CH3:66])=[O:63])[CH2:58][CH2:57]2)[S:54][CH:55]=1)#[CH:50], predict the reaction product. The product is: [C:2]1([CH2:1][C:50]#[C:49][C:51]2[N:52]=[C:53]([CH:56]3[CH2:61][CH2:60][N:59]([C:62]([O:64][C:65]([CH3:68])([CH3:67])[CH3:66])=[O:63])[CH2:58][CH2:57]3)[S:54][CH:55]=2)[CH:7]=[CH:6][CH:5]=[CH:4][CH:3]=1. (5) The product is: [P:25]([O:1][CH2:2][C:3]([CH3:20])([CH3:19])[CH2:4][NH:5][C:6]1[CH:11]=[CH:10][C:9]([S:12](=[O:13])(=[O:14])[NH2:15])=[CH:8][C:7]=1[N+:16]([O-:18])=[O:17])([O:26][C:27]([CH3:28])([CH3:29])[CH3:30])([O:31][C:32]([CH3:33])([CH3:34])[CH3:35])=[O:47]. Given the reactants [OH:1][CH2:2][C:3]([CH3:20])([CH3:19])[CH2:4][NH:5][C:6]1[CH:11]=[CH:10][C:9]([S:12]([NH2:15])(=[O:14])=[O:13])=[CH:8][C:7]=1[N+:16]([O-:18])=[O:17].C(N(C(C)C)[P:25]([O:31][C:32]([CH3:35])([CH3:34])[CH3:33])[O:26][C:27]([CH3:30])([CH3:29])[CH3:28])(C)C.N1C=NN=N1.OO.S([O-])([O-])=[O:47].S([O-])([O-])=O.[Na+].[Na+].[Na+].[Na+], predict the reaction product.